From a dataset of Forward reaction prediction with 1.9M reactions from USPTO patents (1976-2016). Predict the product of the given reaction. (1) Given the reactants ClCCl.B(Br)(Br)Br.C(Cl)(Cl)Cl.C[O:13][C:14]1[CH:19]=[CH:18][C:17]([C:20]2[C:21]3[CH:32]=[CH:31][N:30]=[CH:29][C:22]=3[C:23]3[N:24]([CH:26]=[N:27][N:28]=3)[N:25]=2)=[CH:16][CH:15]=1, predict the reaction product. The product is: [N:28]1[N:27]=[CH:26][N:24]2[C:23]=1[C:22]1[CH:29]=[N:30][CH:31]=[CH:32][C:21]=1[C:20]([C:17]1[CH:16]=[CH:15][C:14]([OH:13])=[CH:19][CH:18]=1)=[N:25]2. (2) The product is: [CH2:15]([N:13]1[CH2:14][C:11]2([CH2:10][C:9](=[O:26])[C:8]3[C:23](=[CH:24][CH:25]=[C:6](/[CH:5]=[CH:4]/[C:3]([OH:27])=[O:2])[CH:7]=3)[O:22]2)[CH2:12]1)[C:16]1[CH:17]=[CH:18][CH:19]=[CH:20][CH:21]=1. Given the reactants C[O:2][C:3](=[O:27])/[CH:4]=[CH:5]/[C:6]1[CH:7]=[C:8]2[C:23](=[CH:24][CH:25]=1)[O:22][C:11]1([CH2:14][N:13]([CH2:15][C:16]3[CH:21]=[CH:20][CH:19]=[CH:18][CH:17]=3)[CH2:12]1)[CH2:10][C:9]2=[O:26].Cl, predict the reaction product.